This data is from Full USPTO retrosynthesis dataset with 1.9M reactions from patents (1976-2016). The task is: Predict the reactants needed to synthesize the given product. (1) Given the product [CH2:70]([O:69][CH:68]([O:72][CH2:73][CH3:74])[CH2:67][CH2:66][NH:65][C:18]([C:15]1[CH:14]=[C:13]([C:9]2[CH:8]=[C:7]([O:6][C:5]3[CH:21]=[CH:22][C:2]([F:1])=[C:3]([NH:23][C:24]([C:26]4[O:27][CH:28]=[CH:29][C:30]=4[CH3:31])=[O:25])[CH:4]=3)[CH:12]=[CH:11][N:10]=2)[NH:17][CH:16]=1)=[O:19])[CH3:71], predict the reactants needed to synthesize it. The reactants are: [F:1][C:2]1[CH:22]=[CH:21][C:5]([O:6][C:7]2[CH:12]=[CH:11][N:10]=[C:9]([C:13]3[NH:17][CH:16]=[C:15]([C:18](O)=[O:19])[CH:14]=3)[CH:8]=2)=[CH:4][C:3]=1[NH:23][C:24]([C:26]1[O:27][CH:28]=[CH:29][C:30]=1[CH3:31])=[O:25].CN(C(ON1N=NC2C=CC=NC1=2)=[N+](C)C)C.F[P-](F)(F)(F)(F)F.C(N(CC)C(C)C)(C)C.[NH2:65][CH2:66][CH2:67][CH:68]([O:72][CH2:73][CH3:74])[O:69][CH2:70][CH3:71]. (2) Given the product [CH2:30]([O:14][C@@H:13]1[C@@H:12]([O:15][CH2:40][C:39]2[CH:42]=[CH:17][CH:10]=[CH:11][CH:41]=2)[C@H:11]([O:16][CH2:18][C:3]2[CH:4]=[CH:5][CH:6]=[CH:7][CH:2]=2)[C:10](=[CH2:17])[O:9][C@H:8]1[C:5]1[CH:6]=[CH:7][C:2]([Cl:1])=[C:3]([CH2:18][C:19]2[CH:20]=[CH:21][C:22]([O:25][CH2:26][CH3:27])=[CH:23][CH:24]=2)[CH:4]=1)[C:31]1[CH:36]=[CH:35][CH:34]=[CH:33][CH:32]=1, predict the reactants needed to synthesize it. The reactants are: [Cl:1][C:2]1[CH:7]=[CH:6][C:5]([C@H:8]2[C@H:13]([OH:14])[C@@H:12]([OH:15])[C@H:11]([OH:16])[C:10](=[CH2:17])[O:9]2)=[CH:4][C:3]=1[CH2:18][C:19]1[CH:24]=[CH:23][C:22]([O:25][CH2:26][CH3:27])=[CH:21][CH:20]=1.[H-].[Na+].[CH2:30](Br)[C:31]1[CH:36]=[CH:35][CH:34]=[CH:33][CH:32]=1.[I-].[C:39]([NH3+])([CH3:42])([CH3:41])[CH3:40].